From a dataset of NCI-60 drug combinations with 297,098 pairs across 59 cell lines. Regression. Given two drug SMILES strings and cell line genomic features, predict the synergy score measuring deviation from expected non-interaction effect. (1) Drug 1: C1=NC2=C(N1)C(=S)N=C(N2)N. Drug 2: C1=NC2=C(N1)C(=S)N=CN2. Cell line: HCT-15. Synergy scores: CSS=35.6, Synergy_ZIP=-7.90, Synergy_Bliss=-3.26, Synergy_Loewe=-12.5, Synergy_HSA=-0.937. (2) Drug 1: C1=CC(=C2C(=C1NCCNCCO)C(=O)C3=C(C=CC(=C3C2=O)O)O)NCCNCCO. Drug 2: CC1CCCC2(C(O2)CC(NC(=O)CC(C(C(=O)C(C1O)C)(C)C)O)C(=CC3=CSC(=N3)C)C)C. Cell line: DU-145. Synergy scores: CSS=62.7, Synergy_ZIP=0.248, Synergy_Bliss=0.688, Synergy_Loewe=-0.705, Synergy_HSA=-0.397.